This data is from Reaction yield outcomes from USPTO patents with 853,638 reactions. The task is: Predict the reaction yield, written as a fraction of the theoretical maximum amount of product (1.0 means a 100% yield; for example, 0.34 means a 34% yield). (1) The reactants are [Br:1][C:2]1[CH:3]=[C:4]([OH:8])[CH:5]=[CH:6][CH:7]=1.Br[CH2:10][C:11]([O:13][C:14]([CH3:17])([CH3:16])[CH3:15])=[O:12].C([O-])([O-])=O.[K+].[K+]. The catalyst is CC#N.O. The product is [Br:1][C:2]1[CH:3]=[C:4]([CH:5]=[CH:6][CH:7]=1)[O:8][CH2:10][C:11]([O:13][C:14]([CH3:17])([CH3:16])[CH3:15])=[O:12]. The yield is 0.840. (2) The reactants are [N+:1]([C:4]1[CH:5]=[N:6][CH:7]=[CH:8][C:9]=1[C:10]1[O:15][C@H:14]([CH2:16][OH:17])[C@@H:13]([O:18][Si:19]([CH:26]([CH3:28])[CH3:27])([CH:23]([CH3:25])[CH3:24])[CH:20]([CH3:22])[CH3:21])[C@H:12]([O:29][Si:30]([CH:37]([CH3:39])[CH3:38])([CH:34]([CH3:36])[CH3:35])[CH:31]([CH3:33])[CH3:32])[CH:11]=1)([O-:3])=[O:2].[C:40](OC(=O)C)(=[O:42])[CH3:41]. The catalyst is N1C=CC=CC=1. The product is [C:40]([O:17][CH2:16][C@@H:14]1[C@@H:13]([O:18][Si:19]([CH:26]([CH3:27])[CH3:28])([CH:20]([CH3:21])[CH3:22])[CH:23]([CH3:24])[CH3:25])[C@H:12]([O:29][Si:30]([CH:31]([CH3:33])[CH3:32])([CH:34]([CH3:36])[CH3:35])[CH:37]([CH3:39])[CH3:38])[CH:11]=[C:10]([C:9]2[CH:8]=[CH:7][N:6]=[CH:5][C:4]=2[N+:1]([O-:3])=[O:2])[O:15]1)(=[O:42])[CH3:41]. The yield is 1.00. (3) The reactants are [CH3:1][O:2][C:3]([C:5]1[C:9]([CH3:10])=[C:8]([C:11]2[CH:16]=[CH:15][C:14]([O:17][CH3:18])=[CH:13][CH:12]=2)[N:7]([C:19]2[CH:24]=[CH:23][C:22]([Cl:25])=[CH:21][C:20]=2[Cl:26])[N:6]=1)=[O:4].[Br:27]N1C(=O)CCC1=O. The catalyst is ClCCCl. The product is [CH3:1][O:2][C:3]([C:5]1[C:9]([CH2:10][Br:27])=[C:8]([C:11]2[CH:12]=[CH:13][C:14]([O:17][CH3:18])=[CH:15][CH:16]=2)[N:7]([C:19]2[CH:24]=[CH:23][C:22]([Cl:25])=[CH:21][C:20]=2[Cl:26])[N:6]=1)=[O:4]. The yield is 0.960. (4) The reactants are [C:1]([C:3]1[CH:8]=[C:7]([N+:9]([O-:11])=[O:10])[CH:6]=[CH:5][C:4]=1/[N:12]=[CH:13]/[N:14](C)C)#[N:2].N[C:18]1[CH:19]=[C:20]([C:24]#[CH:25])[CH:21]=[CH:22][CH:23]=1. The catalyst is CC(O)=O. The product is [C:24]([C:20]1[CH:19]=[C:18]([NH:2][C:1]2[C:3]3[C:4](=[CH:5][CH:6]=[C:7]([N+:9]([O-:11])=[O:10])[CH:8]=3)[N:12]=[CH:13][N:14]=2)[CH:23]=[CH:22][CH:21]=1)#[CH:25]. The yield is 0.930. (5) The reactants are Cl[C:2]1[CH:3]=[C:4]2[C:9]3=[CH:10][C:11]4[C:12]([F:17])=[CH:13][CH:14]=[CH:15][C:16]=4[N:8]3[CH2:7][CH2:6][N:5]2[C:18](=[O:20])[CH:19]=1.[F:21][C:22]1[CH:27]=[CH:26][C:25]([C:28]2[O:29][C:30]3[CH:40]=[C:39]([N:41]([CH3:46])[S:42]([CH3:45])(=[O:44])=[O:43])[C:38](B4OC(C)(C)C(C)(C)O4)=[CH:37][C:31]=3[C:32]=2[C:33]([NH:35][CH3:36])=[O:34])=[CH:24][CH:23]=1.CC(C1C=C(C(C)C)C(C2C=CC=CC=2P(C2CCCCC2)C2CCCCC2)=C(C(C)C)C=1)C. The catalyst is O1CCOCC1.O.C1C=CC(/C=C/C(/C=C/C2C=CC=CC=2)=O)=CC=1.C1C=CC(/C=C/C(/C=C/C2C=CC=CC=2)=O)=CC=1.C1C=CC(/C=C/C(/C=C/C2C=CC=CC=2)=O)=CC=1.[Pd].[Pd]. The product is [F:17][C:12]1[C:11]2[CH:10]=[C:9]3[C:4]4=[CH:3][C:2]([C:38]5[C:39]([N:41]([CH3:46])[S:42]([CH3:45])(=[O:44])=[O:43])=[CH:40][C:30]6[O:29][C:28]([C:25]7[CH:26]=[CH:27][C:22]([F:21])=[CH:23][CH:24]=7)=[C:32]([C:33]([NH:35][CH3:36])=[O:34])[C:31]=6[CH:37]=5)=[CH:19][C:18](=[O:20])[N:5]4[CH2:6][CH2:7][N:8]3[C:16]=2[CH:15]=[CH:14][CH:13]=1. The yield is 0.330. (6) The reactants are [CH2:1]([N:8]1[CH2:12][CH:11]([C:13]2[CH:18]=[CH:17][C:16]([Cl:19])=[C:15]([Cl:20])[CH:14]=2)[CH:10]([NH:21][CH3:22])[CH2:9]1)[C:2]1[CH:7]=[CH:6][CH:5]=[CH:4][CH:3]=1.[F:23][C:24]1[CH:25]=[C:26]([CH:29]=[CH:30][C:31]=1[C:32]([F:35])([F:34])[F:33])[CH:27]=O.[BH3-]C#N.[Na+]. The catalyst is CO.CC(O)=O. The product is [CH2:1]([N:8]1[CH2:12][CH:11]([C:13]2[CH:18]=[CH:17][C:16]([Cl:19])=[C:15]([Cl:20])[CH:14]=2)[CH:10]([N:21]([CH2:27][C:26]2[CH:29]=[CH:30][C:31]([C:32]([F:33])([F:34])[F:35])=[C:24]([F:23])[CH:25]=2)[CH3:22])[CH2:9]1)[C:2]1[CH:3]=[CH:4][CH:5]=[CH:6][CH:7]=1. The yield is 0.0200.